From a dataset of Full USPTO retrosynthesis dataset with 1.9M reactions from patents (1976-2016). Predict the reactants needed to synthesize the given product. (1) Given the product [NH2:1][C:2]1[S:3][C:4]2[C:9]([N:10]([CH3:18])[C@H:11]([CH2:14][CH:15]([CH3:17])[CH3:16])[CH2:12][OH:13])=[N:8][C:7]([SH:19])=[N:6][C:5]=2[N:27]=1, predict the reactants needed to synthesize it. The reactants are: [NH2:1][C:2]1[S:3][C:4]2[C:9]([N:10]([CH3:18])[C@H:11]([CH2:14][CH:15]([CH3:17])[CH3:16])[CH2:12][OH:13])=[N:8][C:7]([S:19]CC3C=CC=CC=3)=[N:6][C:5]=2[N:27]=1.[Na].[NH4+].[Cl-]. (2) Given the product [Cl:43][C:44]1[CH:49]=[C:48]([S:50]([N:53]([CH2:59][C:60]2[CH:65]=[CH:64][C:63]([O:66][CH3:67])=[CH:62][C:61]=2[O:68][CH3:69])[C:54]2[S:55][CH:56]=[N:57][N:58]=2)(=[O:51])=[O:52])[C:47]([F:70])=[CH:46][C:45]=1[O:1][C:2]1[CH:7]=[CH:6][C:5]([C:8]2[CH:9]=[CH:10][C:11]([C:14]([F:16])([F:17])[F:15])=[CH:12][CH:13]=2)=[CH:4][C:3]=1[C:18]1[CH:23]=[CH:22][N:21]=[C:20]([N:24]2[CH2:29][CH2:28][N:27]([C:30]([O:32][C:33]([CH3:36])([CH3:35])[CH3:34])=[O:31])[CH2:26][CH2:25]2)[CH:19]=1, predict the reactants needed to synthesize it. The reactants are: [OH:1][C:2]1[CH:7]=[CH:6][C:5]([C:8]2[CH:13]=[CH:12][C:11]([C:14]([F:17])([F:16])[F:15])=[CH:10][CH:9]=2)=[CH:4][C:3]=1[C:18]1[CH:23]=[CH:22][N:21]=[C:20]([N:24]2[CH2:29][CH2:28][N:27]([C:30]([O:32][C:33]([CH3:36])([CH3:35])[CH3:34])=[O:31])[CH2:26][CH2:25]2)[CH:19]=1.C(=O)([O-])[O-].[K+].[K+].[Cl:43][C:44]1[C:45](F)=[CH:46][C:47]([F:70])=[C:48]([S:50]([N:53]([CH2:59][C:60]2[CH:65]=[CH:64][C:63]([O:66][CH3:67])=[CH:62][C:61]=2[O:68][CH3:69])[C:54]2[S:55][CH:56]=[N:57][N:58]=2)(=[O:52])=[O:51])[CH:49]=1. (3) Given the product [Cl:46][C:45]1[CH:44]=[CH:43][CH:42]=[C:41]([Cl:47])[C:40]=1[C:33]1[C:32]([CH2:31][O:7][C:8]2[CH:13]=[CH:12][C:11]([C:14]3[CH:15]=[C:16]4[C:21](=[CH:22][CH:23]=3)[N:20]=[C:19]([C:24]([O:26][CH2:27][CH3:28])=[O:25])[CH:18]=[CH:17]4)=[CH:10][C:9]=2[CH3:29])=[C:36]([CH:37]([CH3:39])[CH3:38])[O:35][N:34]=1, predict the reactants needed to synthesize it. The reactants are: C(=O)([O-])[O-].[Cs+].[Cs+].[OH:7][C:8]1[CH:13]=[CH:12][C:11]([C:14]2[CH:15]=[C:16]3[C:21](=[CH:22][CH:23]=2)[N:20]=[C:19]([C:24]([O:26][CH2:27][CH3:28])=[O:25])[CH:18]=[CH:17]3)=[CH:10][C:9]=1[CH3:29].Cl[CH2:31][C:32]1[C:33]([C:40]2[C:45]([Cl:46])=[CH:44][CH:43]=[CH:42][C:41]=2[Cl:47])=[N:34][O:35][C:36]=1[CH:37]([CH3:39])[CH3:38].O. (4) Given the product [C:1]([O:4][C:5]1[CH:17]=[CH:16][CH:15]=[C:7]([C:8](=[O:9])[NH:10][CH2:11][C:12]([N:36]2[CH2:35][CH2:34][N:33]([C:39]3[CH:40]=[CH:41][C:42]([O:45][CH2:46][C:47]4[CH:48]=[CH:49][CH:50]=[CH:51][CH:52]=4)=[CH:43][CH:44]=3)[CH2:38][CH2:37]2)=[O:14])[CH:6]=1)(=[O:3])[CH3:2], predict the reactants needed to synthesize it. The reactants are: [C:1]([O:4][C:5]1[CH:6]=[C:7]([CH:15]=[CH:16][CH:17]=1)[C:8]([NH:10][CH2:11][C:12]([OH:14])=O)=[O:9])(=[O:3])[CH3:2].C(N(CC)CC)C.ClC(OCC(C)C)=O.[N:33]1([C:39]2[CH:44]=[CH:43][C:42]([O:45][CH2:46][C:47]3[CH:52]=[CH:51][CH:50]=[CH:49][CH:48]=3)=[CH:41][CH:40]=2)[CH2:38][CH2:37][NH:36][CH2:35][CH2:34]1. (5) Given the product [Cl:1][C:2]1[CH:10]=[CH:9][C:5]([C:6]#[N:8])=[C:4]([O:11][CH:12]([CH3:14])[CH3:13])[N:3]=1, predict the reactants needed to synthesize it. The reactants are: [Cl:1][C:2]1[CH:10]=[CH:9][C:5]([C:6]([NH2:8])=O)=[C:4]([O:11][CH:12]([CH3:14])[CH3:13])[N:3]=1.N1C=CC=CC=1.P(Cl)(Cl)(Cl)=O. (6) Given the product [CH2:7]([NH:15][C:16]1([CH2:20][CH2:21][NH2:23])[CH2:19][CH2:18][CH2:17]1)[C:8]1[CH:13]=[CH:12][CH:11]=[CH:10][CH:9]=1, predict the reactants needed to synthesize it. The reactants are: [H-].[H-].[H-].[H-].[Li+].[Al+3].[C:7]([NH:15][C:16]1([CH2:20][C:21]([NH2:23])=O)[CH2:19][CH2:18][CH2:17]1)(=O)[C:8]1[CH:13]=[CH:12][CH:11]=[CH:10][CH:9]=1.O.